Dataset: Forward reaction prediction with 1.9M reactions from USPTO patents (1976-2016). Task: Predict the product of the given reaction. (1) Given the reactants Br[C:2]1[CH:3]=[CH:4][C:5]([C:8]([C:11]2[S:12][C:13]([C:16]3[CH:21]=[C:20]([NH:22][C:23]4C=[C:27]([C:29]([F:32])([F:31])[F:30])[CH:26]=[CH:25][N:24]=4)[CH:19]=[C:18]([CH3:33])[CH:17]=3)=[CH:14][N:15]=2)([OH:10])[CH3:9])=[N:6][CH:7]=1.[C:34]([O-:37])(=O)C.C1(P(C2C=CC=CC=2)CCCP(C2C=CC=CC=2)C2C=CC=CC=2)C=CC=CC=1.C([N:69](CC)CC)C.CN([CH:77]=[O:78])C, predict the reaction product. The product is: [OH:10][C:8]([C:5]1[N:6]=[CH:7][C:2]([C:34]([O:78][CH3:77])=[O:37])=[CH:3][CH:4]=1)([C:11]1[S:12][C:13]([C:16]2[CH:21]=[C:20]([NH:22][C:23]3[N:69]=[C:27]([C:29]([F:32])([F:31])[F:30])[CH:26]=[CH:25][N:24]=3)[CH:19]=[C:18]([CH3:33])[CH:17]=2)=[CH:14][N:15]=1)[CH3:9]. (2) The product is: [F:31][C:30]([F:33])([F:32])[CH:5]([C:4]1[CH:7]=[CH:8][C:9]([C:10]2[S:11][C:12]3[C:17]([N:18]=2)=[CH:16][CH:15]=[C:14]([C:19]2([C:22]4[CH:23]=[CH:24][CH:25]=[CH:26][CH:27]=4)[CH2:20][CH2:21]2)[N:13]=3)=[C:2]([F:1])[CH:3]=1)[OH:6]. Given the reactants [F:1][C:2]1[CH:3]=[C:4]([CH:7]=[CH:8][C:9]=1[C:10]1[S:11][C:12]2[C:17]([N:18]=1)=[CH:16][CH:15]=[C:14]([C:19]1([C:22]3[CH:27]=[CH:26][CH:25]=[CH:24][CH:23]=3)[CH2:21][CH2:20]1)[N:13]=2)[CH:5]=[O:6].C[Si](C)(C)[C:30]([F:33])([F:32])[F:31].CCCC[N+](CCCC)(CCCC)CCCC.[F-], predict the reaction product.